This data is from Reaction yield outcomes from USPTO patents with 853,638 reactions. The task is: Predict the reaction yield, written as a fraction of the theoretical maximum amount of product (1.0 means a 100% yield; for example, 0.34 means a 34% yield). (1) The reactants are [Br:1][C:2]1[CH:3]=[C:4]([N:12]([CH2:19][CH3:20])[CH:13]2[CH2:18][CH2:17][O:16][CH2:15][CH2:14]2)[C:5]([CH3:11])=[C:6]([CH:10]=1)[C:7]([OH:9])=O.[NH2:21][CH2:22][C:23]1[C:24](=[O:33])[NH:25][C:26]([CH3:32])=[CH:27][C:28]=1[CH:29]([CH3:31])[CH3:30].C(N(CC)CC)C.C1CN([P+](ON2N=NC3C=CC=CC2=3)(N2CCCC2)N2CCCC2)CC1.F[P-](F)(F)(F)(F)F. The catalyst is CS(C)=O. The product is [Br:1][C:2]1[CH:3]=[C:4]([N:12]([CH2:19][CH3:20])[CH:13]2[CH2:18][CH2:17][O:16][CH2:15][CH2:14]2)[C:5]([CH3:11])=[C:6]([CH:10]=1)[C:7]([NH:21][CH2:22][C:23]1[C:24](=[O:33])[NH:25][C:26]([CH3:32])=[CH:27][C:28]=1[CH:29]([CH3:30])[CH3:31])=[O:9]. The yield is 0.689. (2) The reactants are BrC1C=CC(O)=C(C2C=[CH:16][C:15]3[C:10](=[CH:11][CH:12]=[C:13]([C:18]4[N:22]([CH:23]5[CH2:28][CH2:27][CH2:26][CH2:25][CH2:24]5)[C:21]5[CH:29]=[CH:30][C:31]([C:33]([OH:35])=[O:34])=[CH:32][C:20]=5[N:19]=4)[CH:14]=3)[N:9]=2)C=1.C(OC(C1C=CC2N(C3CCCCC3)C(C3C=CC(N)=C(C=O)C=3)=NC=2C=1)=O)C.[Cl:66][C:67]1[CH:68]=[C:69]([C:74](=O)[CH3:75])[CH:70]=[CH:71][C:72]=1[Cl:73].[OH-].[K+]. The catalyst is C(O)C. The product is [CH:23]1([N:22]2[C:21]3[CH:29]=[CH:30][C:31]([C:33]([OH:35])=[O:34])=[CH:32][C:20]=3[N:19]=[C:18]2[C:13]2[CH:14]=[C:15]3[C:10](=[CH:11][CH:12]=2)[N:9]=[C:74]([C:69]2[CH:70]=[CH:71][C:72]([Cl:73])=[C:67]([Cl:66])[CH:68]=2)[CH:75]=[CH:16]3)[CH2:24][CH2:25][CH2:26][CH2:27][CH2:28]1. The yield is 0.100. (3) The catalyst is CO.[Fe]. The reactants are [Cl:1][C:2]1[CH:3]=[C:4]([N+:14]([O-])=O)[C:5]([O:12][CH3:13])=[C:6]([CH:11]=1)[C:7]([O:9][CH3:10])=[O:8].[Cl-].[NH4+].O. The product is [NH2:14][C:4]1[C:5]([O:12][CH3:13])=[C:6]([CH:11]=[C:2]([Cl:1])[CH:3]=1)[C:7]([O:9][CH3:10])=[O:8]. The yield is 0.670. (4) The reactants are [NH2:1][C:2]1[N:7]=[C:6]([NH2:8])[C:5](I)=[CH:4][N:3]=1.[CH3:10][O:11][C:12]1[CH:13]=[C:14]([CH:22]([OH:25])[C:23]#[CH:24])[CH:15]=[C:16]([O:20][CH3:21])[C:17]=1[O:18][CH3:19]. No catalyst specified. The product is [NH2:1][C:2]1[N:7]=[C:6]([NH2:8])[C:5]([C:24]#[C:23][CH:22]([C:14]2[CH:15]=[C:16]([O:20][CH3:21])[C:17]([O:18][CH3:19])=[C:12]([O:11][CH3:10])[CH:13]=2)[OH:25])=[CH:4][N:3]=1. The yield is 0.780. (5) The product is [CH3:32][CH:28]1[O:27][C:26]2[C:21]([C:9]3[CH:14]=[CH:13][CH:12]=[CH:11][CH:10]=3)=[CH:22][C:23]([CH:33]=[O:34])=[CH:24][C:25]=2[NH:30][C:29]1=[O:31]. The yield is 0.194. The catalyst is C1(C)C=CC=CC=1.O. The reactants are P([O-])([O-])([O-])=O.[K+].[K+].[K+].[C:9]1([B-](F)(F)F)[CH:14]=[CH:13][CH:12]=[CH:11][CH:10]=1.[K+].Cl[C:21]1[C:26]2[O:27][CH:28]([CH3:32])[C:29](=[O:31])[NH:30][C:25]=2[CH:24]=[C:23]([CH:33]=[O:34])[CH:22]=1.C1(P(C2CCCCC2)C2C=CC=CC=2C2C(OC(C)C)=CC=CC=2OC(C)C)CCCCC1. (6) The reactants are [Cl:1][C:2]1[CH:3]=[C:4]2[C:9](=[C:10]([C:12]3[CH:17]=[CH:16][C:15]([CH3:18])=[C:14]([F:19])[CH:13]=3)[CH:11]=1)[O:8][CH:7]([C:20]([F:23])([F:22])[F:21])[C:6]([C:24]([OH:26])=[O:25])=[CH:5]2.[OH-].[Na+:28]. The catalyst is C(O)C. The product is [Cl:1][C:2]1[CH:3]=[C:4]2[C:9](=[C:10]([C:12]3[CH:17]=[CH:16][C:15]([CH3:18])=[C:14]([F:19])[CH:13]=3)[CH:11]=1)[O:8][C@H:7]([C:20]([F:22])([F:23])[F:21])[C:6]([C:24]([O-:26])=[O:25])=[CH:5]2.[Na+:28]. The yield is 1.00. (7) The reactants are [Br:1][C:2]1[CH:7]=[CH:6][C:5]([C:8]2([C:14]3[CH:19]=[CH:18][C:17]([Cl:20])=[CH:16][CH:15]=3)[CH2:13][CH2:12][NH:11][CH2:10][CH2:9]2)=[CH:4][CH:3]=1.C(N(CC)CC)C.Cl[C:29]([O:31][CH2:32][CH3:33])=[O:30]. The catalyst is ClCCl.C(OCC)(=O)C. The product is [CH2:32]([O:31][C:29]([N:11]1[CH2:12][CH2:13][C:8]([C:5]2[CH:6]=[CH:7][C:2]([Br:1])=[CH:3][CH:4]=2)([C:14]2[CH:15]=[CH:16][C:17]([Cl:20])=[CH:18][CH:19]=2)[CH2:9][CH2:10]1)=[O:30])[CH3:33]. The yield is 0.940.